This data is from Forward reaction prediction with 1.9M reactions from USPTO patents (1976-2016). The task is: Predict the product of the given reaction. Given the reactants Br[C:2]1[CH:3]=[CH:4][C:5]([F:8])=[N:6][CH:7]=1.[O:9]1[C:13]2([CH2:18][CH2:17][C:16](=[O:19])[CH2:15][CH2:14]2)[O:12][CH2:11][CH2:10]1, predict the reaction product. The product is: [F:8][C:5]1[N:6]=[CH:7][C:2]([C:16]2([OH:19])[CH2:17][CH2:18][C:13]3([O:12][CH2:11][CH2:10][O:9]3)[CH2:14][CH2:15]2)=[CH:3][CH:4]=1.